The task is: Predict which catalyst facilitates the given reaction.. This data is from Catalyst prediction with 721,799 reactions and 888 catalyst types from USPTO. (1) Reactant: [CH3:1][CH:2]1[CH2:6][CH2:5][CH2:4][N:3]1[CH2:7][CH2:8][CH2:9][O:10][C:11]1[CH:16]=[CH:15][C:14]([C:17]2[S:18][C:19]3[CH2:25][CH2:24][CH2:23][CH:22](O)[C:20]=3[N:21]=2)=[CH:13][CH:12]=1.C(N(CC)CC)C.CS(Cl)(=O)=O.[NH:39]1[CH2:44][CH2:43][CH2:42][CH2:41][CH2:40]1. Product: [CH3:1][CH:2]1[CH2:6][CH2:5][CH2:4][N:3]1[CH2:7][CH2:8][CH2:9][O:10][C:11]1[CH:16]=[CH:15][C:14]([C:17]2[S:18][C:19]3[CH2:25][CH2:24][CH2:23][CH:22]([N:39]4[CH2:44][CH2:43][CH2:42][CH2:41][CH2:40]4)[C:20]=3[N:21]=2)=[CH:13][CH:12]=1. The catalyst class is: 4. (2) Reactant: [Si:1]([O:8][CH2:9][CH2:10][N:11]1[C@@H:16]([CH3:17])[CH2:15][N:14](C(OCC2C=CC=CC=2)=O)[CH2:13][C@H:12]1[CH3:28])([C:4]([CH3:7])([CH3:6])[CH3:5])([CH3:3])[CH3:2]. Product: [Si:1]([O:8][CH2:9][CH2:10][N:11]1[C@@H:16]([CH3:17])[CH2:15][NH:14][CH2:13][C@H:12]1[CH3:28])([C:4]([CH3:7])([CH3:5])[CH3:6])([CH3:3])[CH3:2]. The catalyst class is: 19. (3) Reactant: Cl[C:2]1[N:3]=[N+:4]([O-:12])[C:5]2[CH:11]=[CH:10][CH:9]=[CH:8][C:6]=2[N:7]=1.Cl.[NH2:14][CH2:15][C:16]#[N:17].CCN(CC)CC. Product: [O-:12][N+:4]1[C:5]2[CH:11]=[CH:10][CH:9]=[CH:8][C:6]=2[N:7]=[C:2]([NH:17][CH2:16][C:15]#[N:14])[N:3]=1. The catalyst class is: 57. (4) Reactant: [H-].[Na+].[CH3:3][S:4]([NH-:7])(=[O:6])=[O:5].[C:8]([C:10]1[CH:11]=[C:12]2[C:17](=[CH:18][C:19]=1[O:20][CH2:21][CH2:22][O:23][CH3:24])[N:16]=[CH:15][CH:14]=[C:13]2[O:25][C:26]1[CH:31]=[CH:30][C:29]([NH:32][C:33](=O)[O:34]C2C=CC=CC=2)=[CH:28][CH:27]=1)#[N:9]. Product: [C:8]([C:10]1[CH:11]=[C:12]2[C:17](=[CH:18][C:19]=1[O:20][CH2:21][CH2:22][O:23][CH3:24])[N:16]=[CH:15][CH:14]=[C:13]2[O:25][C:26]1[CH:27]=[CH:28][C:29]([NH:32][C:33]([NH:7][S:4]([CH3:3])(=[O:6])=[O:5])=[O:34])=[CH:30][CH:31]=1)#[N:9]. The catalyst class is: 7. (5) Reactant: [C:1]([C:3]1[CH:4]=[C:5]([CH:15]=[CH:16][CH:17]=1)[CH2:6][NH:7]C(=O)OC(C)(C)C)#[N:2]. Product: [NH2:7][CH2:6][C:5]1[CH:4]=[C:3]([CH:17]=[CH:16][CH:15]=1)[C:1]#[N:2]. The catalyst class is: 157. (6) Reactant: [NH2:1][C:2]1[CH:7]=[CH:6][CH:5]=[CH:4][C:3]=1[OH:8].[C:9]([CH2:12][S:13][C:14](=S)[S:15]CC(O)=O)(O)=[O:10]. Product: [OH:8][C:3]1[CH:4]=[CH:5][CH:6]=[CH:7][C:2]=1[N:1]1[C:9](=[O:10])[CH2:12][S:13][C:14]1=[S:15]. The catalyst class is: 6.